Dataset: Catalyst prediction with 721,799 reactions and 888 catalyst types from USPTO. Task: Predict which catalyst facilitates the given reaction. Reactant: [Cl:1][C:2]1[CH:3]=[C:4]([CH:6]=[CH:7][C:8]=1[O:9][C:10]1[C:19]2[C:14](=[CH:15][C:16]([O:22][CH3:23])=[C:17]([O:20][CH3:21])[CH:18]=2)[N:13]=[CH:12][CH:11]=1)[NH2:5].C(N(CC)CC)C.ClC(Cl)(O[C:35](=[O:41])OC(Cl)(Cl)Cl)Cl.[CH2:43]([N:50]1[CH2:55][CH2:54][CH:53]([NH2:56])[CH2:52][CH2:51]1)[C:44]1[CH:49]=[CH:48][CH:47]=[CH:46][CH:45]=1. Product: [CH2:43]([N:50]1[CH2:55][CH2:54][CH:53]([NH:56][C:35]([NH:5][C:4]2[CH:6]=[CH:7][C:8]([O:9][C:10]3[C:19]4[C:14](=[CH:15][C:16]([O:22][CH3:23])=[C:17]([O:20][CH3:21])[CH:18]=4)[N:13]=[CH:12][CH:11]=3)=[C:2]([Cl:1])[CH:3]=2)=[O:41])[CH2:52][CH2:51]1)[C:44]1[CH:45]=[CH:46][CH:47]=[CH:48][CH:49]=1. The catalyst class is: 146.